From a dataset of Full USPTO retrosynthesis dataset with 1.9M reactions from patents (1976-2016). Predict the reactants needed to synthesize the given product. (1) Given the product [CH3:47][C@H:48]1[CH2:49][N:50]([S:54]([C:57]2[CH:58]=[CH:59][C:60]([C:63]([F:66])([F:64])[F:65])=[CH:61][CH:62]=2)(=[O:55])=[O:56])[CH2:51][CH2:52][N:53]1[C:11]([C:8]1[CH:9]=[C:10]2[C:5]([CH:4]=[CH:3][CH:2]=[N:1]2)=[CH:6][CH:7]=1)=[O:13], predict the reactants needed to synthesize it. The reactants are: [N:1]1[C:10]2[C:5](=[CH:6][CH:7]=[C:8]([C:11]([OH:13])=O)[CH:9]=2)[CH:4]=[CH:3][CH:2]=1.CN(C(ON1N=NC2C=CC=NC1=2)=[N+](C)C)C.F[P-](F)(F)(F)(F)F.C(N(CC)C(C)C)(C)C.[CH3:47][C@@H:48]1[NH:53][CH2:52][CH2:51][N:50]([S:54]([C:57]2[CH:62]=[CH:61][C:60]([C:63]([F:66])([F:65])[F:64])=[CH:59][CH:58]=2)(=[O:56])=[O:55])[CH2:49]1.C[C@@H]1NCCN(S(C2C=CC(OC(F)(F)F)=CC=2)(=O)=O)C1. (2) Given the product [CH2:17]([O:16][C:14]([CH2:13][CH2:12][CH2:11][O:1][C:2]1[CH:9]=[CH:8][C:5]([CH:6]=[O:7])=[CH:4][CH:3]=1)=[O:15])[CH3:18], predict the reactants needed to synthesize it. The reactants are: [OH:1][C:2]1[CH:9]=[CH:8][C:5]([CH:6]=[O:7])=[CH:4][CH:3]=1.Br[CH2:11][CH2:12][CH2:13][C:14]([O:16][CH2:17][CH3:18])=[O:15].C(=O)([O-])[O-].[K+].[K+]. (3) Given the product [Br:1][C:2]1[CH:3]=[N:4][N:5]2[CH:10]=[CH:9][C:8]([N:12]3[CH2:17][CH2:16][NH:15][CH2:14][CH2:13]3)=[N:7][C:6]=12, predict the reactants needed to synthesize it. The reactants are: [Br:1][C:2]1[CH:3]=[N:4][N:5]2[CH:10]=[CH:9][C:8](Cl)=[N:7][C:6]=12.[NH:12]1[CH2:17][CH2:16][NH:15][CH2:14][CH2:13]1.N#N. (4) Given the product [C:13]([O:17][C:18]([N:20]1[CH2:25][CH:24]2[CH2:26][CH:21]1[CH2:22][N:23]2[C:2]1[S:3][CH:4]=[CH:5][N:6]=1)=[O:19])([CH3:16])([CH3:14])[CH3:15], predict the reactants needed to synthesize it. The reactants are: Br[C:2]1[S:3][CH:4]=[CH:5][N:6]=1.CC(C)([O-])C.[Na+].[C:13]([O:17][C:18]([N:20]1[CH2:25][C@@H:24]2[CH2:26][C@H:21]1[CH2:22][NH:23]2)=[O:19])([CH3:16])([CH3:15])[CH3:14].C1(C2C=CC=CC=2)C=CC=CC=1. (5) Given the product [F:25][C:2]([F:1])([F:26])[C:3]1[N:4]=[C:5]([NH:8][C:9]([C:11]2[C:16]([NH:17][C:18]3[CH:19]=[CH:35][CH:28]=[C:22]([C:21]#[N:20])[CH:23]=3)=[CH:15][CH:14]=[C:13]([CH3:24])[N:12]=2)=[O:10])[S:6][CH:7]=1, predict the reactants needed to synthesize it. The reactants are: [F:1][C:2]([F:26])([F:25])[C:3]1[N:4]=[C:5]([NH:8][C:9]([C:11]2[C:16]([NH:17][C:18]3[CH:19]=[N:20][CH:21]=[CH:22][CH:23]=3)=[CH:15][CH:14]=[C:13]([CH3:24])[N:12]=2)=[O:10])[S:6][CH:7]=1.Br[C:28]1C=C(C=C[CH:35]=1)C#N. (6) Given the product [C:6]([C:5]1[CH:8]=[CH:9][C:2]([NH:1][C:19](=[O:21])[CH2:20][CH:15]([CH3:14])[CH2:16][C:17]([OH:22])=[O:18])=[CH:3][C:4]=1[C:10]([F:11])([F:12])[F:13])#[N:7], predict the reactants needed to synthesize it. The reactants are: [NH2:1][C:2]1[CH:9]=[CH:8][C:5]([C:6]#[N:7])=[C:4]([C:10]([F:13])([F:12])[F:11])[CH:3]=1.[CH3:14][CH:15]1[CH2:20][C:19](=[O:21])[O:18][C:17](=[O:22])[CH2:16]1. (7) Given the product [CH3:1][O:2][C:3]1[CH:4]=[C:5]([CH:33]=[CH:34][C:35]=1[O:36][CH3:37])[CH2:6][CH:7]1[C:16]2[C:11](=[CH:12][C:13]([O:18][CH3:19])=[C:14]([O:17][CH2:41][CH:38]3[CH2:40][CH2:39]3)[CH:15]=2)[CH2:10][CH2:9][N:8]1[CH2:20][C:21]([NH:23][CH:24]1[C:32]2[C:27](=[CH:28][CH:29]=[CH:30][CH:31]=2)[CH2:26][CH2:25]1)=[O:22], predict the reactants needed to synthesize it. The reactants are: [CH3:1][O:2][C:3]1[CH:4]=[C:5]([CH:33]=[CH:34][C:35]=1[O:36][CH3:37])[CH2:6][CH:7]1[C:16]2[C:11](=[CH:12][C:13]([O:18][CH3:19])=[C:14]([OH:17])[CH:15]=2)[CH2:10][CH2:9][N:8]1[CH2:20][C:21]([NH:23][CH:24]1[C:32]2[C:27](=[CH:28][CH:29]=[CH:30][CH:31]=2)[CH2:26][CH2:25]1)=[O:22].[CH:38]1([CH2:41]Br)[CH2:40][CH2:39]1.